This data is from Peptide-MHC class I binding affinity with 185,985 pairs from IEDB/IMGT. The task is: Regression. Given a peptide amino acid sequence and an MHC pseudo amino acid sequence, predict their binding affinity value. This is MHC class I binding data. (1) The peptide sequence is IKLEPVHGVY. The MHC is HLA-B07:02 with pseudo-sequence HLA-B07:02. The binding affinity (normalized) is 0. (2) The peptide sequence is EKRCRRMVV. The MHC is HLA-B08:01 with pseudo-sequence HLA-B08:01. The binding affinity (normalized) is 0.377. (3) The peptide sequence is AFDIASVFF. The MHC is HLA-B15:01 with pseudo-sequence HLA-B15:01. The binding affinity (normalized) is 0.0847.